Dataset: Full USPTO retrosynthesis dataset with 1.9M reactions from patents (1976-2016). Task: Predict the reactants needed to synthesize the given product. (1) Given the product [CH3:16][C:17]1[CH:33]=[CH:32][C:20]2[N:21]=[C:22]([C:24]3[CH:25]=[CH:26][C:27]([NH:30][N:31]=[CH:12][C:11]4[CH:14]=[CH:15][C:8]([N:5]5[CH2:6][CH2:7][N:2]([CH3:1])[CH2:3][CH2:4]5)=[CH:9][CH:10]=4)=[CH:28][CH:29]=3)[S:23][C:19]=2[CH:18]=1, predict the reactants needed to synthesize it. The reactants are: [CH3:1][N:2]1[CH2:7][CH2:6][N:5]([C:8]2[CH:15]=[CH:14][C:11]([CH:12]=O)=[CH:10][CH:9]=2)[CH2:4][CH2:3]1.[CH3:16][C:17]1[CH:33]=[CH:32][C:20]2[N:21]=[C:22]([C:24]3[CH:29]=[CH:28][C:27]([NH:30][NH2:31])=[CH:26][CH:25]=3)[S:23][C:19]=2[CH:18]=1. (2) Given the product [Cl:15][C:16]1[CH:22]=[CH:21][C:19]([NH:20][C:9]([C@@H:5]2[C@H:6]3[C:2]([CH3:1])([CH3:14])[C@H:3]([CH2:8][CH2:7]3)[C@@H:4]2[C:12]([OH:11])=[O:13])=[O:10])=[CH:18][CH:17]=1, predict the reactants needed to synthesize it. The reactants are: [CH3:1][C:2]1([CH3:14])[CH:6]2[CH2:7][CH2:8][CH:3]1[CH:4]1[C:12](=[O:13])[O:11][C:9](=[O:10])[CH:5]12.[Cl:15][C:16]1[CH:22]=[CH:21][C:19]([NH2:20])=[CH:18][CH:17]=1. (3) Given the product [CH3:1][O:2][C:3](=[O:28])[CH2:4][C:5]1[CH:14]=[C:13]([O:15][C:16]2[CH:21]=[CH:20][C:19]([S:22]([CH2:25][CH3:26])(=[O:24])=[O:23])=[CH:18][N:17]=2)[C:12]2[C:7](=[CH:8][CH:9]=[C:10]([C:29]#[N:30])[CH:11]=2)[CH:6]=1, predict the reactants needed to synthesize it. The reactants are: [CH3:1][O:2][C:3](=[O:28])[CH2:4][C:5]1[CH:14]=[C:13]([O:15][C:16]2[CH:21]=[CH:20][C:19]([S:22]([CH2:25][CH3:26])(=[O:24])=[O:23])=[CH:18][N:17]=2)[C:12]2[C:7](=[CH:8][CH:9]=[C:10](Br)[CH:11]=2)[CH:6]=1.[CH3:29][N:30](C)C(=O)C.